Dataset: Forward reaction prediction with 1.9M reactions from USPTO patents (1976-2016). Task: Predict the product of the given reaction. (1) The product is: [F:12][C:11]([F:14])([F:13])[C:8]1[CH:9]=[CH:10][C:5]([C:3]2[N:20]=[C:18]([CH2:17][C:15]#[N:16])[S:19][CH:2]=2)=[CH:6][CH:7]=1. Given the reactants Br[CH2:2][C:3]([C:5]1[CH:10]=[CH:9][C:8]([C:11]([F:14])([F:13])[F:12])=[CH:7][CH:6]=1)=O.[C:15]([CH2:17][C:18]([NH2:20])=[S:19])#[N:16], predict the reaction product. (2) The product is: [CH2:1]([N:8]1[CH2:13][CH2:12][CH2:11][CH:10]([NH:16][NH2:17])[CH2:9]1)[C:2]1[CH:7]=[CH:6][CH:5]=[CH:4][CH:3]=1. Given the reactants [CH2:1]([N:8]1[CH2:13][CH2:12][CH2:11][C:10](=O)[CH2:9]1)[C:2]1[CH:7]=[CH:6][CH:5]=[CH:4][CH:3]=1.C(OC(C)(C)C)(=O)[NH:16][NH2:17].CO.C([BH3-])#N.[Na+].[OH-].[Na+], predict the reaction product. (3) Given the reactants C(OC([N:8]1[C@@H:12]([CH2:13][C:14]2[CH:19]=[CH:18][C:17]([OH:20])=[C:16]([Cl:21])[CH:15]=2)[CH2:11][O:10]C1(C)C)=O)(C)(C)C.Cl, predict the reaction product. The product is: [ClH:21].[NH2:8][C@H:12]([CH2:11][OH:10])[CH2:13][C:14]1[CH:19]=[CH:18][C:17]([OH:20])=[C:16]([Cl:21])[CH:15]=1. (4) Given the reactants [Cl:1][C:2]1[CH:8]=[C:7]([Cl:9])[CH:6]=[C:5]([CH2:10][CH3:11])[C:3]=1[NH2:4].C(C1C([NH2:20])=CC=CC=1)C.ClN1C(=O)CCC1=O, predict the reaction product. The product is: [Cl:9][C:7]1[CH:6]=[C:5]2[C:3](=[C:2]([Cl:1])[CH:8]=1)[NH:4][N:20]=[C:10]2[CH3:11]. (5) Given the reactants [F:1][C:2]1[CH:3]=[CH:4][C:5]([S:21][CH2:22][C:23]2[CH:28]=[CH:27][CH:26]=[C:25]([N+:29]([O-])=O)[CH:24]=2)=[C:6]([NH:8][S:9]([C:12]2[O:13][C:14]3[CH:20]=[CH:19][CH:18]=[CH:17][C:15]=3[CH:16]=2)(=[O:11])=[O:10])[CH:7]=1.[NH4+].[Cl-], predict the reaction product. The product is: [NH2:29][C:25]1[CH:24]=[C:23]([CH:28]=[CH:27][CH:26]=1)[CH2:22][S:21][C:5]1[CH:4]=[CH:3][C:2]([F:1])=[CH:7][C:6]=1[NH:8][S:9]([C:12]1[O:13][C:14]2[CH:20]=[CH:19][CH:18]=[CH:17][C:15]=2[CH:16]=1)(=[O:11])=[O:10]. (6) Given the reactants [Cl:1][C:2]1[CH:10]=[C:9]2[C:5]([CH:6]=[CH:7][NH:8]2)=[CH:4][CH:3]=1.I[C:12]1[CH:17]=[CH:16][C:15]([C:18]([F:21])([F:20])[F:19])=[CH:14][CH:13]=1, predict the reaction product. The product is: [Cl:1][C:2]1[CH:10]=[C:9]2[C:5]([CH:6]=[CH:7][N:8]2[C:12]2[CH:17]=[CH:16][C:15]([C:18]([F:21])([F:20])[F:19])=[CH:14][CH:13]=2)=[CH:4][CH:3]=1. (7) The product is: [NH2:1][C:2]1[N:6]([CH:7]2[CH2:12][CH2:11][CH2:10][N:9]([C:13]#[N:14])[CH2:8]2)[N:5]=[C:4]([C:15]2[CH:20]=[CH:19][C:18]([O:21][C:22]3[CH:27]=[CH:26][C:25]([F:33])=[CH:24][CH:23]=3)=[CH:17][CH:16]=2)[C:3]=1[C:30]([NH2:32])=[O:31]. Given the reactants [NH2:1][C:2]1[N:6]([CH:7]2[CH2:12][CH2:11][CH2:10][N:9]([C:13]#[N:14])[CH2:8]2)[N:5]=[C:4]([C:15]2[CH:20]=[CH:19][C:18]([O:21][C:22]3[CH:27]=[CH:26][C:25](Cl)=[C:24](C)[CH:23]=3)=[CH:17][CH:16]=2)[C:3]=1[C:30]([NH2:32])=[O:31].[F:33]C1C=CC(O)=CC=1, predict the reaction product. (8) Given the reactants C(=O)([O-])[O-].[K+].[K+].[CH3:7][C:8]1[NH:9][CH:10]=[CH:11][N:12]=1.Br[CH2:14][C:15]([O:17][CH2:18][CH3:19])=[O:16], predict the reaction product. The product is: [NH3:9].[CH3:7][C:8]1[N:9]([CH2:14][C:15]([O:17][CH2:18][CH3:19])=[O:16])[CH:10]=[CH:11][N:12]=1.